Dataset: HIV replication inhibition screening data with 41,000+ compounds from the AIDS Antiviral Screen. Task: Binary Classification. Given a drug SMILES string, predict its activity (active/inactive) in a high-throughput screening assay against a specified biological target. The result is 0 (inactive). The molecule is Cc1ccc(-c2n[nH]c(CC#N)n2)cc1.